This data is from Reaction yield outcomes from USPTO patents with 853,638 reactions. The task is: Predict the reaction yield, written as a fraction of the theoretical maximum amount of product (1.0 means a 100% yield; for example, 0.34 means a 34% yield). (1) The reactants are Br[C:2]1[CH:8]=[CH:7][C:6]([C:9]([F:12])([F:11])[F:10])=[CH:5][C:3]=1[NH2:4].[C:13]([O:17][CH3:18])(=[O:16])[CH:14]=[CH2:15].CC1C=CC=CC=1P(C1C=CC=CC=1C)C1C=CC=CC=1C.C(N(CC)CC)C. The catalyst is CC([O-])=O.CC([O-])=O.[Pd+2].C(#N)C. The product is [NH2:4][C:3]1[CH:5]=[C:6]([C:9]([F:12])([F:11])[F:10])[CH:7]=[CH:8][C:2]=1/[CH:15]=[CH:14]/[C:13]([O:17][CH3:18])=[O:16]. The yield is 0.370. (2) The reactants are Cl[C:2]1[CH:7]=[CH:6][C:5]([Cl:8])=[CH:4][C:3]=1[N+:9]([O-])=O.[C:12]1([C:18]2([C:25]3[CH:30]=[CH:29][CH:28]=[CH:27][CH:26]=3)[CH2:23][CH2:22][CH2:21][NH:20][C:19]2=O)[CH:17]=[CH:16][CH:15]=[CH:14][CH:13]=1. No catalyst specified. The product is [Cl:8][C:5]1[CH:6]=[CH:7][C:2]2[N:20]3[CH2:21][CH2:22][CH2:23][C:18]([C:25]4[CH:30]=[CH:29][CH:28]=[CH:27][CH:26]=4)([C:12]4[CH:17]=[CH:16][CH:15]=[CH:14][CH:13]=4)[C:19]3=[N:9][C:3]=2[CH:4]=1. The yield is 0.350. (3) The reactants are [F:1][C:2]1[CH:7]=[CH:6][CH:5]=[CH:4][C:3]=1[OH:8].[H-].[Na+].F[C:12]1[CH:17]=[CH:16][C:15]([N+:18]([O-:20])=[O:19])=[CH:14][CH:13]=1. The catalyst is CN(C)C=O.Cl[Cu]. The product is [F:1][C:2]1[CH:7]=[CH:6][CH:5]=[CH:4][C:3]=1[O:8][C:12]1[CH:17]=[CH:16][C:15]([N+:18]([O-:20])=[O:19])=[CH:14][CH:13]=1. The yield is 0.310. (4) The reactants are O=[C:2]1[C:11]2[C:6](=[CH:7][CH:8]=[CH:9][CH:10]=2)[S:5][CH:4]([C:12]([OH:14])=[O:13])[CH2:3]1.[C:15]1([NH:21]N)[CH:20]=[CH:19][CH:18]=[CH:17][CH:16]=1.[CH3:23][CH2:24]O. The catalyst is OS(O)(=O)=O. The product is [CH2:23]([O:14][C:12]([CH:4]1[C:3]2[C:20]3[C:15](=[CH:16][CH:17]=[CH:18][CH:19]=3)[NH:21][C:2]=2[C:11]2[CH:10]=[CH:9][CH:8]=[CH:7][C:6]=2[S:5]1)=[O:13])[CH3:24]. The yield is 0.510. (5) The reactants are [F:1][C:2]1[CH:3]=[CH:4][C:5]([N+:9]([O-:11])=[O:10])=[C:6]([CH:8]=1)N.N([O-])=O.[Na+].[I-:16].[K+]. The catalyst is Cl. The product is [F:1][C:2]1[CH:3]=[CH:4][C:5]([N+:9]([O-:11])=[O:10])=[C:6]([I:16])[CH:8]=1. The yield is 0.830.